This data is from Catalyst prediction with 721,799 reactions and 888 catalyst types from USPTO. The task is: Predict which catalyst facilitates the given reaction. (1) Reactant: C([N:8]1[CH2:13][CH2:12][CH:11]([NH:14][C:15]([C:17]2[NH:18][C:19]3[C:24]([CH:25]=2)=[C:23]([O:26][C:27]2[CH:32]=[CH:31][C:30]([CH3:33])=[CH:29][CH:28]=2)[CH:22]=[CH:21][CH:20]=3)=[O:16])[CH2:10][CH2:9]1)C1C=CC=CC=1.Cl. Product: [NH:8]1[CH2:13][CH2:12][CH:11]([NH:14][C:15]([C:17]2[NH:18][C:19]3[C:24]([CH:25]=2)=[C:23]([O:26][C:27]2[CH:28]=[CH:29][C:30]([CH3:33])=[CH:31][CH:32]=2)[CH:22]=[CH:21][CH:20]=3)=[O:16])[CH2:10][CH2:9]1. The catalyst class is: 19. (2) Reactant: [CH2:1]([O:5][C:6]1[C:11]([F:12])=[C:10](Cl)[N:9]=[CH:8][N:7]=1)[C:2]#[C:3][CH3:4].[CH3:14][CH:15]1[CH2:20][CH:19]([CH3:21])[CH2:18][NH:17][CH2:16]1. Product: [CH2:1]([O:5][C:6]1[C:11]([F:12])=[C:10]([N:17]2[CH2:18][CH:19]([CH3:21])[CH2:20][CH:15]([CH3:14])[CH2:16]2)[N:9]=[CH:8][N:7]=1)[C:2]#[C:3][CH3:4]. The catalyst class is: 8. (3) Product: [F:22][C:19]1[CH:18]=[CH:17][C:16]([CH:14]([OH:15])[C:11]2([C:23]#[N:24])[CH2:10][CH2:9][NH:8][CH2:13][CH2:12]2)=[CH:21][CH:20]=1. Reactant: C(OC([N:8]1[CH2:13][CH2:12][C:11]([C:23]#[N:24])([CH:14]([C:16]2[CH:21]=[CH:20][C:19]([F:22])=[CH:18][CH:17]=2)[OH:15])[CH2:10][CH2:9]1)=O)(C)(C)C.FC(F)(F)C(O)=O. The catalyst class is: 2. (4) Reactant: S(Cl)([Cl:3])=O.[Cl:5][C:6]1[CH:11]=[C:10]([CH2:12]O)[CH:9]=[C:8]([NH:14][C:15]2[CH:20]=[C:19]([C:21]3[CH:26]=[CH:25][C:24]([F:27])=[CH:23][C:22]=3[O:28][CH3:29])[N:18]=[CH:17][N:16]=2)[N:7]=1.C(=O)(O)[O-].[Na+]. Product: [Cl:5][C:6]1[N:7]=[C:8]([NH:14][C:15]2[CH:20]=[C:19]([C:21]3[CH:26]=[CH:25][C:24]([F:27])=[CH:23][C:22]=3[O:28][CH3:29])[N:18]=[CH:17][N:16]=2)[CH:9]=[C:10]([CH2:12][Cl:3])[CH:11]=1. The catalyst class is: 39. (5) Reactant: [CH3:1][CH:2]1[CH2:7][C:6](=[O:8])[CH2:5][C:4](=[O:9])[CH2:3]1.C([O-])([O-])=O.[Na+].[Na+].[O:16](S(C(F)(F)F)(=O)=O)[S:17]([C:20]([F:23])([F:22])[F:21])(=O)=[O:18]. Product: [F:21][C:20]([F:23])([F:22])[S:17]([O:8][C:6]1[CH2:7][CH:2]([CH3:1])[CH2:3][C:4](=[O:9])[CH:5]=1)(=[O:18])=[O:16]. The catalyst class is: 2. (6) Reactant: [C:1]([O:5][C:6]([NH:8][C@@H:9]([C@@H:22]([O:24][C@@H:25]([CH2:27][CH2:28][CH:29]=[CH2:30])[CH3:26])[CH3:23])[C:10]([N:12]1[CH2:16][C@H:15]([OH:17])[CH2:14][C@H:13]1[C:18]([O:20]C)=[O:19])=[O:11])=[O:7])([CH3:4])([CH3:3])[CH3:2].CO.O.[Li+].[OH-]. Product: [C:1]([O:5][C:6]([NH:8][C@@H:9]([C@@H:22]([O:24][C@@H:25]([CH2:27][CH2:28][CH:29]=[CH2:30])[CH3:26])[CH3:23])[C:10]([N:12]1[CH2:16][C@H:15]([OH:17])[CH2:14][C@H:13]1[C:18]([OH:20])=[O:19])=[O:11])=[O:7])([CH3:2])([CH3:4])[CH3:3]. The catalyst class is: 1. (7) Reactant: O[C:2]1[CH:3]=[C:4]([CH2:12]C(O)=O)[CH:5]=[C:6]([C:8]([F:11])([F:10])[F:9])[CH:7]=1.I[CH3:17].[C:18](=[O:21])([O-])[O-:19].[K+].[K+].CN([CH:27]=[O:28])C. Product: [CH3:17][O:19][C:18](=[O:21])[CH2:12][C:4]1[CH:5]=[C:6]([C:8]([F:9])([F:10])[F:11])[CH:7]=[C:2]([O:28][CH3:27])[CH:3]=1. The catalyst class is: 6.